Dataset: Full USPTO retrosynthesis dataset with 1.9M reactions from patents (1976-2016). Task: Predict the reactants needed to synthesize the given product. (1) Given the product [Cl:1][C:2]1[CH:3]=[C:4]([C:5]([N:29]2[CH2:34][CH2:33][NH:32][CH2:31][CH2:30]2)=[O:6])[CH:8]=[CH:9][C:10]=1[N:11]([CH3:28])[C:12]([C:14]1[S:27][C:17]2[C:18]3[CH:26]=[CH:25][CH:24]=[CH:23][C:19]=3[O:20][CH2:21][CH2:22][C:16]=2[CH:15]=1)=[O:13], predict the reactants needed to synthesize it. The reactants are: [Cl:1][C:2]1[CH:3]=[C:4]([CH:8]=[CH:9][C:10]=1[N:11]([CH3:28])[C:12]([C:14]1[S:27][C:17]2[C:18]3[CH:26]=[CH:25][CH:24]=[CH:23][C:19]=3[O:20][CH2:21][CH2:22][C:16]=2[CH:15]=1)=[O:13])[C:5](O)=[O:6].[NH:29]1[CH2:34][CH2:33][NH:32][CH2:31][CH2:30]1. (2) Given the product [C:1]([O:5][C:6](=[O:26])[N:7]([C:11]1[CH:10]=[C:9]([F:15])[CH:8]=[C:13]([O:46][C:42]2[CH:43]=[CH:44][CH:45]=[C:40]([NH:39][C:38]([O:37][C:33]([CH3:36])([CH3:34])[CH3:35])=[O:47])[CH:41]=2)[C:12]=1[C:51]#[N:49])[C:8]1[CH:13]=[CH:12][C:11]([I:14])=[CH:10][C:9]=1[F:15])([CH3:2])([CH3:3])[CH3:4], predict the reactants needed to synthesize it. The reactants are: [C:1]([O:5][C:6](=[O:26])[NH:7][CH:8]1[CH:13]=[CH:12][C:11]([I:14])=[CH:10][C:9]1(C1C=C(F)C=C(F)C=1C#N)[F:15])([CH3:4])([CH3:3])[CH3:2].C([O-])([O-])=O.[Cs+].[Cs+].[C:33]([O:37][C:38](=[O:47])[NH:39][C:40]1[CH:45]=[CH:44][CH:43]=[C:42]([OH:46])[CH:41]=1)([CH3:36])([CH3:35])[CH3:34].C[N:49]([CH:51]=O)C. (3) Given the product [Cl:44][C:24]1[N:16]2[N:17]=[CH:18][N:19]=[C:20]2[N:21]=[CH:22][CH:23]=1, predict the reactants needed to synthesize it. The reactants are: N1C(N)=NC=N1.BrC(CBr)C(OCC)=O.[NH:16]1[C:20]([NH:21][CH:22]=[CH:23][C:24](OCC)=O)=[N:19][CH:18]=[N:17]1.C[O-].[Na+].N1N2C(O)=CC=NC2=NC=1.P(Cl)(Cl)([Cl:44])=O. (4) Given the product [NH:1]1[C:5]2=[N:6][CH:7]=[CH:8][C:9]([C:10]3[CH:11]=[C:12]([C:16]([CH3:20])([CH3:19])[CH2:17][NH2:18])[CH:13]=[CH:14][CH:15]=3)=[C:4]2[CH:3]=[N:2]1, predict the reactants needed to synthesize it. The reactants are: [NH:1]1[C:5]2=[N:6][CH:7]=[CH:8][C:9]([C:10]3[CH:11]=[C:12]([C:16]([CH3:20])([CH3:19])[C:17]#[N:18])[CH:13]=[CH:14][CH:15]=3)=[C:4]2[CH:3]=[N:2]1.[H-].[Al+3].[Li+].[H-].[H-].[H-]. (5) The reactants are: [C:1]1([C:7]2[NH:8][CH:9]=CN=2)[CH:6]=[CH:5][CH:4]=[CH:3][CH:2]=1.C([N:14]([CH2:17]C)CC)C.COC1C=CC(C(Cl)(C2C=CC=CC=2)C2C=CC(OC)=CC=2)=CC=1.[NH2:43][C@H:44]([CH2:49][C:50]1[C:58]2[C:53](=[CH:54][CH:55]=[CH:56][CH:57]=2)[N:52]([CH3:59])[CH:51]=1)[C:45]([O:47][CH3:48])=[O:46].ClC(Cl)([O:63][C:64](=O)[O:65]C(Cl)(Cl)Cl)Cl. Given the product [NH:14]1[CH:17]=[C:7]([C:1]2[CH:2]=[CH:3][CH:4]=[CH:5][C:6]=2[O:65][C:64]([NH:43][C@H:44]([CH2:49][C:50]2[C:58]3[C:53](=[CH:54][CH:55]=[CH:56][CH:57]=3)[N:52]([CH3:59])[CH:51]=2)[C:45]([O:47][CH3:48])=[O:46])=[O:63])[N:8]=[CH:9]1, predict the reactants needed to synthesize it. (6) Given the product [C:1]([C:5]1[CH:6]=[C:7]2[C:12](=[C:13]([F:15])[CH:14]=1)[C:11](=[O:16])[N:10]([C:17]1[CH:27]=[CH:26][CH:25]=[C:24]([C:28]3[CH:33]=[CH:32][N:31]=[C:30]([NH:34][C:35]4[CH:40]=[CH:39][C:38]([C:41]([N:43]5[CH2:48][CH2:47][O:46][CH2:45][CH2:44]5)=[O:42])=[CH:37][N:36]=4)[CH:29]=3)[C:18]=1[CH2:19][OH:20])[N:9]=[CH:8]2)([CH3:4])([CH3:2])[CH3:3], predict the reactants needed to synthesize it. The reactants are: [C:1]([C:5]1[CH:6]=[C:7]2[C:12](=[C:13]([F:15])[CH:14]=1)[C:11](=[O:16])[N:10]([C:17]1[CH:27]=[CH:26][CH:25]=[C:24]([C:28]3[CH:33]=[CH:32][N:31]=[C:30]([NH:34][C:35]4[CH:40]=[CH:39][C:38]([C:41]([N:43]5[CH2:48][CH2:47][O:46][CH2:45][CH2:44]5)=[O:42])=[CH:37][N:36]=4)[CH:29]=3)[C:18]=1[CH2:19][O:20]C(=O)C)[N:9]=[CH:8]2)([CH3:4])([CH3:3])[CH3:2].C([O-])([O-])=O.[K+].[K+].O. (7) Given the product [C:27]([N:26]=[C:13]1[N:12]([CH3:29])[C:6]2[CH:7]=[N:8][C:9]3[CH:10]=[CH:11][C:2]([B:30]([OH:34])[OH:31])=[CH:3][C:4]=3[C:5]=2[N:14]1[C:15]1[CH:20]=[CH:19][C:18]([C:21]([C:24]#[N:25])([CH3:22])[CH3:23])=[CH:17][CH:16]=1)#[N:28], predict the reactants needed to synthesize it. The reactants are: Br[C:2]1[CH:11]=[CH:10][C:9]2[N:8]=[CH:7][C:6]3[N:12]([CH3:29])[C:13](=[N:26][C:27]#[N:28])[N:14]([C:15]4[CH:20]=[CH:19][C:18]([C:21]([C:24]#[N:25])([CH3:23])[CH3:22])=[CH:17][CH:16]=4)[C:5]=3[C:4]=2[CH:3]=1.[B:30]1(B2OC(C)(C)C(C)(C)O2)[O:34]C(C)(C)C(C)(C)[O:31]1.C([O-])(=O)C.[K+].C(Cl)Cl. (8) Given the product [NH2:1][C:2]1[C:11]([CH3:17])=[CH:10][C:9]([C:13]([F:16])([F:15])[F:14])=[CH:8][C:3]=1[C:4]([O:6][CH3:7])=[O:5], predict the reactants needed to synthesize it. The reactants are: [NH2:1][C:2]1[C:11](I)=[CH:10][C:9]([C:13]([F:16])([F:15])[F:14])=[CH:8][C:3]=1[C:4]([O:6][CH3:7])=[O:5].[CH3:17]B1OB(C)OB(C)O1.C(=O)([O-])[O-].[Cs+].[Cs+]. (9) Given the product [C:1]([C:3]1[CH:4]=[CH:5][N:6]2[CH2:11][CH2:10][N:9]([C:12]([O:14][C:15]([CH3:18])([CH3:17])[CH3:16])=[O:13])[CH2:8][C:7]=12)(=[O:25])[NH2:2], predict the reactants needed to synthesize it. The reactants are: [C:1]([C:3]1[CH:4]=[CH:5][N:6]2[CH2:11][CH2:10][N:9]([C:12]([O:14][C:15]([CH3:18])([CH3:17])[CH3:16])=[O:13])[CH2:8][C:7]=12)#[N:2].[OH-].[Na+].OO.S([O-])([O-])(=[O:25])=S.[Na+].[Na+]. (10) Given the product [Cl:1][C:2]1[CH:7]=[CH:6][C:5]([CH3:8])=[CH:4][C:3]=1[C:9]1[O:10][C:11]2[C:16]([C:17](=[O:19])[CH:18]=1)=[C:15]([OH:20])[CH:14]=[C:13]([OH:22])[C:12]=2[C@@H:24]1[CH2:28][CH2:27][N:26]([CH3:29])[C@H:25]1[CH2:30][OH:31], predict the reactants needed to synthesize it. The reactants are: [Cl:1][C:2]1[CH:7]=[CH:6][C:5]([CH3:8])=[CH:4][C:3]=1[C:9]1[O:10][C:11]2[C:16]([C:17](=[O:19])[CH:18]=1)=[C:15]([O:20]C)[CH:14]=[C:13]([O:22]C)[C:12]=2[C@@H:24]1[CH2:28][CH2:27][N:26]([CH3:29])[C@H:25]1[CH2:30][OH:31].Cl.N1C=CC=CC=1.